From a dataset of Forward reaction prediction with 1.9M reactions from USPTO patents (1976-2016). Predict the product of the given reaction. (1) The product is: [NH2:20][C:17]1[CH:18]=[CH:19][C:14]([O:13][C:11]2[CH:10]=[CH:9][N:8]=[C:7]([NH:6][C:4](=[O:5])[CH2:3][O:2][CH3:1])[CH:12]=2)=[CH:15][C:16]=1[O:23][CH3:24]. Given the reactants [CH3:1][O:2][CH2:3][C:4]([NH:6][C:7]1[CH:12]=[C:11]([O:13][C:14]2[CH:19]=[CH:18][C:17]([N+:20]([O-])=O)=[C:16]([O:23][CH3:24])[CH:15]=2)[CH:10]=[CH:9][N:8]=1)=[O:5].CO.CC(O)=O.[H][H], predict the reaction product. (2) Given the reactants C(O[CH2:5][C:6]1[CH:14]=[CH:13][C:12]2[CH2:15][NH:16][C@@H:17]([CH:20]3[CH:25]4[CH2:26][CH2:27][N:22]([CH2:23][CH2:24]4)[CH2:21]3)[C:18](=[O:19])[N:10]3[C:11]=2[C:7]=1[CH:8]=[CH:9]3)(=O)C.C(O)(=O)C, predict the reaction product. The product is: [CH3:5][C:6]1[CH:14]=[CH:13][C:12]2[CH2:15][NH:16][C@@H:17]([CH:20]3[CH:25]4[CH2:24][CH2:23][N:22]([CH2:27][CH2:26]4)[CH2:21]3)[C:18](=[O:19])[N:10]3[C:11]=2[C:7]=1[CH:8]=[CH:9]3. (3) Given the reactants [Cl:1][C:2]1[C:11]2[CH2:10][CH2:9][CH2:8][CH2:7][C:6]=2[C:5](=[O:12])[NH:4][N:3]=1.[NH:13]1[CH2:18][CH2:17][NH:16][CH2:15][CH2:14]1.C(=O)([O-])O.[Na+], predict the reaction product. The product is: [ClH:1].[N:13]1([C:2]2[C:11]3[CH2:10][CH2:9][CH2:8][CH2:7][C:6]=3[C:5](=[O:12])[NH:4][N:3]=2)[CH2:18][CH2:17][NH:16][CH2:15][CH2:14]1.